Dataset: Catalyst prediction with 721,799 reactions and 888 catalyst types from USPTO. Task: Predict which catalyst facilitates the given reaction. (1) Reactant: N1C(Cl)=NC(Cl)=NC=1[Cl:3].CN(C)C=O.[Cl:15][C:16]1[C:17]([CH3:38])=[C:18]([CH:27]2[CH2:30][N:29]([C:31]([O:33][C:34]([CH3:37])([CH3:36])[CH3:35])=[O:32])[CH2:28]2)[C:19]([O:25][CH3:26])=[C:20]([CH:22](O)[CH3:23])[CH:21]=1.O. Product: [Cl:15][C:16]1[C:17]([CH3:38])=[C:18]([CH:27]2[CH2:30][N:29]([C:31]([O:33][C:34]([CH3:37])([CH3:36])[CH3:35])=[O:32])[CH2:28]2)[C:19]([O:25][CH3:26])=[C:20]([CH:22]([Cl:3])[CH3:23])[CH:21]=1. The catalyst class is: 2. (2) Reactant: [NH2:1][C@@H:2]1[C:11]2[C:6](=[CH:7][CH:8]=[CH:9][CH:10]=2)[C@H:5]([OH:12])[CH2:4][CH2:3]1.[H-].[Na+].F[C:16]1[CH:17]=[CH:18][C:19]2[N:20]([C:22]([N:25]3[CH2:30][CH2:29][CH2:28][C@H:27]([O:31][Si:32]([CH:39]([CH3:41])[CH3:40])([CH:36]([CH3:38])[CH3:37])[CH:33]([CH3:35])[CH3:34])[CH2:26]3)=[N:23][N:24]=2)[CH:21]=1. Product: [CH:39]([Si:32]([CH:33]([CH3:35])[CH3:34])([CH:36]([CH3:38])[CH3:37])[O:31][C@H:27]1[CH2:28][CH2:29][CH2:30][N:25]([C:22]2[N:20]3[CH:21]=[C:16]([O:12][C@H:5]4[C:6]5[C:11](=[CH:10][CH:9]=[CH:8][CH:7]=5)[C@@H:2]([NH2:1])[CH2:3][CH2:4]4)[CH:17]=[CH:18][C:19]3=[N:24][N:23]=2)[CH2:26]1)([CH3:41])[CH3:40]. The catalyst class is: 18. (3) Product: [Br:22][C:16]1[N:6]2[CH:7]=[C:8]([C:10]3[CH:15]=[CH:14][CH:13]=[CH:12][CH:11]=3)[CH:9]=[C:4]([CH:1]([CH3:3])[CH3:2])[C:5]2=[N:18][C:17]=1[C:19]([OH:21])=[O:20]. Reactant: [CH:1]([C:4]1[C:5]2[N:6]([CH:16]=[C:17]([C:19]([OH:21])=[O:20])[N:18]=2)[CH:7]=[C:8]([C:10]2[CH:15]=[CH:14][CH:13]=[CH:12][CH:11]=2)[CH:9]=1)([CH3:3])[CH3:2].[Br:22]N1C(=O)CCC1=O. The catalyst class is: 31. (4) Reactant: [Cl:1][C:2]1[CH:3]=[C:4]([CH:30]=[CH:31][C:32]=1[Cl:33])[CH2:5][NH:6][CH:7]1[CH2:15][C:14]2[C:9](=[CH:10][CH:11]=[C:12]([NH:16][C:17]3[CH:26]=[CH:25][C:24]([N+:27]([O-:29])=[O:28])=[CH:23][C:18]=3[C:19]([O:21]C)=[O:20])[CH:13]=2)[CH2:8]1.[OH-].[Na+].O. Product: [Cl:1][C:2]1[CH:3]=[C:4]([CH:30]=[CH:31][C:32]=1[Cl:33])[CH2:5][NH:6][CH:7]1[CH2:15][C:14]2[C:9](=[CH:10][CH:11]=[C:12]([NH:16][C:17]3[CH:26]=[CH:25][C:24]([N+:27]([O-:29])=[O:28])=[CH:23][C:18]=3[C:19]([OH:21])=[O:20])[CH:13]=2)[CH2:8]1. The catalyst class is: 36.